This data is from Full USPTO retrosynthesis dataset with 1.9M reactions from patents (1976-2016). The task is: Predict the reactants needed to synthesize the given product. (1) Given the product [CH3:1][O:2][C:3]([C:5]1[CH:13]=[C:12]2[C:8]([CH:9]=[CH:10][N:11]2[S:14]([C:17]2[CH:22]=[CH:21][C:20]([N:78]3[CH2:83][CH2:82][O:81][CH2:80][CH2:79]3)=[CH:19][CH:18]=2)(=[O:16])=[O:15])=[CH:7][CH:6]=1)=[O:4], predict the reactants needed to synthesize it. The reactants are: [CH3:1][O:2][C:3]([C:5]1[CH:13]=[C:12]2[C:8]([CH:9]=[CH:10][N:11]2[S:14]([C:17]2[CH:22]=[CH:21][C:20](Br)=[CH:19][CH:18]=2)(=[O:16])=[O:15])=[CH:7][CH:6]=1)=[O:4].C1C=CC(P(C2C(C3C(P(C4C=CC=CC=4)C4C=CC=CC=4)=CC=C4C=3C=CC=C4)=C3C(C=CC=C3)=CC=2)C2C=CC=CC=2)=CC=1.[O-]P([O-])([O-])=O.[K+].[K+].[K+].[NH:78]1[CH2:83][CH2:82][O:81][CH2:80][CH2:79]1. (2) Given the product [CH3:1][O:2][C:3]1[CH:8]=[CH:7][C:6]([CH3:9])=[CH:5][C:4]=1[CH:10]([CH:16]([CH3:18])[CH3:17])[CH2:11][CH2:12][C:13]([OH:19])=[O:14], predict the reactants needed to synthesize it. The reactants are: [CH3:1][O:2][C:3]1[CH:8]=[CH:7][C:6]([CH3:9])=[CH:5][C:4]=1[CH:10]([CH:16]([CH3:18])[CH3:17])[CH2:11][CH2:12][C:13](N)=[O:14].[OH-:19].[Na+].O. (3) Given the product [OH:17][C@@:12]1([CH3:16])[CH2:13][C@@H:14]([CH3:15])[N:10]([C:8]2[CH:7]=[CH:6][C:3]([C:4]#[N:5])=[C:2]([O:20][CH3:19])[CH:9]=2)[C@H:11]1[CH3:18], predict the reactants needed to synthesize it. The reactants are: F[C:2]1[CH:9]=[C:8]([N:10]2[C@H:14]([CH3:15])[CH2:13][C@@:12]([OH:17])([CH3:16])[C@@H:11]2[CH3:18])[CH:7]=[CH:6][C:3]=1[C:4]#[N:5].[CH3:19][O-:20].[Na+].O. (4) Given the product [NH2:9][C:3]1[N:4]=[CH:5][N:6]=[C:7]([O:17][C:13]2[CH:12]=[C:11]([NH:10][C:43](=[O:46])[CH:44]=[CH2:45])[CH:16]=[CH:15][CH:14]=2)[C:2]=1[C:26]1[CH:27]=[N:28][N:29]([CH2:31][C:32]2[CH:37]=[CH:36][CH:35]=[C:34]([C:38]([F:40])([F:41])[F:39])[CH:33]=2)[CH:30]=1, predict the reactants needed to synthesize it. The reactants are: Cl[C:2]1[C:3]([NH2:9])=[N:4][CH:5]=[N:6][C:7]=1Cl.[NH2:10][C:11]1[CH:12]=[C:13]([OH:17])[CH:14]=[CH:15][CH:16]=1.CC1(C)C(C)(C)OB([C:26]2[CH:27]=[N:28][N:29]([CH2:31][C:32]3[CH:37]=[CH:36][CH:35]=[C:34]([C:38]([F:41])([F:40])[F:39])[CH:33]=3)[CH:30]=2)O1.[C:43](Cl)(=[O:46])[CH:44]=[CH2:45]. (5) Given the product [C:49]([O:48][C:46](=[O:47])[NH:38][C@H:39]([C:43](=[O:44])[NH:2][CH2:3][C:4]1[CH:5]=[CH:6][C:7]([F:37])=[C:8]([CH:10]2[CH2:15][CH2:14][N:13]([C:16]([C:18]3[C:26]4[C:21](=[C:22]([F:32])[CH:23]=[CH:24][C:25]=4[O:27][C:28]([F:31])([F:29])[F:30])[N:20]([CH2:33][CH2:34][O:35][CH3:36])[CH:19]=3)=[O:17])[CH2:12][CH2:11]2)[CH:9]=1)[CH:40]([CH3:41])[CH3:42])([CH3:50])([CH3:52])[CH3:51], predict the reactants needed to synthesize it. The reactants are: Cl.[NH2:2][CH2:3][C:4]1[CH:5]=[CH:6][C:7]([F:37])=[C:8]([CH:10]2[CH2:15][CH2:14][N:13]([C:16]([C:18]3[C:26]4[C:21](=[C:22]([F:32])[CH:23]=[CH:24][C:25]=4[O:27][C:28]([F:31])([F:30])[F:29])[N:20]([CH2:33][CH2:34][O:35][CH3:36])[CH:19]=3)=[O:17])[CH2:12][CH2:11]2)[CH:9]=1.[NH:38]([C:46]([O:48][C:49]([CH3:52])([CH3:51])[CH3:50])=[O:47])[C@H:39]([C:43](O)=[O:44])[CH:40]([CH3:42])[CH3:41].CCN=C=NCCCN(C)C.C1C=CC2N(O)N=NC=2C=1.CCN(CC)CC. (6) Given the product [C:40]1([C:39](=[N:52][C:2]2[CH:7]=[C:6]([C:8]3[CH:38]=[CH:37][C:11]4[N:12]([C:15]5[S:19][C:18]([C:20]([O:22][CH3:23])=[O:21])=[C:17]([O:24][C@@H:25]([C:27]6[CH:32]=[CH:31][CH:30]=[CH:29][C:28]=6[C:33]([F:34])([F:35])[F:36])[CH3:26])[CH:16]=5)[CH:13]=[N:14][C:10]=4[CH:9]=3)[CH:5]=[CH:4][N:3]=2)[C:46]2[CH:47]=[CH:48][CH:49]=[CH:50][CH:51]=2)[CH:45]=[CH:44][CH:43]=[CH:42][CH:41]=1, predict the reactants needed to synthesize it. The reactants are: Cl[C:2]1[CH:7]=[C:6]([C:8]2[CH:38]=[CH:37][C:11]3[N:12]([C:15]4[S:19][C:18]([C:20]([O:22][CH3:23])=[O:21])=[C:17]([O:24][C@@H:25]([C:27]5[CH:32]=[CH:31][CH:30]=[CH:29][C:28]=5[C:33]([F:36])([F:35])[F:34])[CH3:26])[CH:16]=4)[CH:13]=[N:14][C:10]=3[CH:9]=2)[CH:5]=[CH:4][N:3]=1.[C:39](=[NH:52])([C:46]1[CH:51]=[CH:50][CH:49]=[CH:48][CH:47]=1)[C:40]1[CH:45]=[CH:44][CH:43]=[CH:42][CH:41]=1.C(=O)([O-])[O-].[Cs+].[Cs+].